This data is from Full USPTO retrosynthesis dataset with 1.9M reactions from patents (1976-2016). The task is: Predict the reactants needed to synthesize the given product. (1) Given the product [F:19][C:16]1[CH:17]=[CH:18][C:13]([NH:12][C:4]2[CH:3]=[C:2]([C:24]3[CH:25]=[CH:26][C:21]([F:20])=[CH:22][CH:23]=3)[CH:11]=[CH:10][C:5]=2[C:6]([OH:8])=[O:7])=[CH:14][CH:15]=1, predict the reactants needed to synthesize it. The reactants are: Br[C:2]1[CH:11]=[CH:10][C:5]([C:6]([O:8]C)=[O:7])=[C:4]([NH:12][C:13]2[CH:18]=[CH:17][C:16]([F:19])=[CH:15][CH:14]=2)[CH:3]=1.[F:20][C:21]1[CH:26]=[CH:25][C:24](B(O)O)=[CH:23][CH:22]=1.C(=O)([O-])[O-].[Na+].[Na+]. (2) The reactants are: [Cl:1][C:2]1[CH:10]=[C:9]([C:11]([NH:13][CH:14]([C:16]2[NH:20][C:19]3[CH:21]=[CH:22][C:23]([Cl:25])=[CH:24][C:18]=3[N:17]=2)[CH3:15])=[O:12])[CH:8]=[CH:7][C:3]=1[C:4](O)=[O:5].[C:26]([N:29]1[CH2:34][CH2:33][NH:32][CH2:31][CH2:30]1)(=[O:28])[CH3:27].C(N(C(C)C)CC)(C)C.ClCl. Given the product [C:26]([N:29]1[CH2:34][CH2:33][N:32]([C:4]([C:3]2[CH:7]=[CH:8][C:9]([C:11]([NH:13][CH:14]([C:16]3[NH:20][C:19]4[CH:21]=[CH:22][C:23]([Cl:25])=[CH:24][C:18]=4[N:17]=3)[CH3:15])=[O:12])=[CH:10][C:2]=2[Cl:1])=[O:5])[CH2:31][CH2:30]1)(=[O:28])[CH3:27], predict the reactants needed to synthesize it. (3) Given the product [CH3:1][C:2]1[N:3]=[N:4][N:5]([CH2:11][C:12]([O:14][CH2:15][CH3:16])=[O:13])[CH:6]=1, predict the reactants needed to synthesize it. The reactants are: [CH3:1][C:2]1[N:3]=[N:4][N:5]([CH2:11][C:12]([O:14][CH2:15][CH3:16])=[O:13])[C:6]=1[Si](C)(C)C.F. (4) Given the product [SH:18][C:17]1[N:16]([CH3:15])[C:4](=[O:5])[CH:3]=[C:2]([C:9]2[CH:14]=[CH:13][N:12]=[CH:11][CH:10]=2)[N:19]=1, predict the reactants needed to synthesize it. The reactants are: O=[C:2]([C:9]1[CH:14]=[CH:13][N:12]=[CH:11][CH:10]=1)[CH2:3][C:4](OCC)=[O:5].[CH3:15][NH:16][C:17]([NH2:19])=[S:18].C1CCN2C(=NCCC2)CC1.CS(O)(=O)=O. (5) Given the product [OH:16][C:10]1[C:9](=[O:17])[C:8]([CH:3]([NH:19][CH3:18])[C:4]([F:7])([F:6])[F:5])=[CH:13][N:12]([CH3:14])[C:11]=1[CH3:15], predict the reactants needed to synthesize it. The reactants are: Cl.Cl[CH:3]([C:8]1[C:9](=[O:17])[C:10]([OH:16])=[C:11]([CH3:15])[N:12]([CH3:14])[CH:13]=1)[C:4]([F:7])([F:6])[F:5].[CH3:18][NH2:19].O. (6) Given the product [CH2:20]([N:23]([CH2:18][CH2:17][CH2:16][CH2:15][N:12]1[CH2:13][CH2:14][N:9]([C:4]2[CH:5]=[CH:6][CH:7]=[CH:8][C:3]=2[O:2][CH3:1])[CH2:10][CH2:11]1)[CH:24]1[CH2:32][CH2:31][C:27]2[N:28]=[CH:29][S:30][C:26]=2[CH2:25]1)[CH3:21], predict the reactants needed to synthesize it. The reactants are: [CH3:1][O:2][C:3]1[CH:8]=[CH:7][CH:6]=[CH:5][C:4]=1[N:9]1[CH2:14][CH2:13][N:12]([CH2:15][CH2:16][CH2:17][CH2:18]O)[CH2:11][CH2:10]1.[CH2:20]([NH:23][CH:24]1[CH2:32][CH2:31][C:27]2[N:28]=[CH:29][S:30][C:26]=2[CH2:25]1)[CH2:21]C. (7) Given the product [CH3:6][C:7]1[O:8][CH:9]=[C:10]([CH2:12][N:13]2[CH2:14][CH2:15][N:16]([C:1](=[O:4])[CH:2]=[CH2:3])[CH2:17][CH2:18]2)[N:11]=1, predict the reactants needed to synthesize it. The reactants are: [C:1](Cl)(=[O:4])[CH:2]=[CH2:3].[CH3:6][C:7]1[O:8][CH:9]=[C:10]([CH2:12][N:13]2[CH2:18][CH2:17][NH:16][CH2:15][CH2:14]2)[N:11]=1. (8) Given the product [Cl:8][C:5]1[CH:6]=[CH:7][C:2]([B:18]([OH:19])[OH:17])=[CH:3][C:4]=1[O:9][CH3:10], predict the reactants needed to synthesize it. The reactants are: Br[C:2]1[CH:7]=[CH:6][C:5]([Cl:8])=[C:4]([O:9][CH3:10])[CH:3]=1.C([Li])CCC.C[O:17][B:18](OC)[O:19]C. (9) Given the product [O:29]1[C:28]2[CH:33]=[CH:34][C:25]([C:11]([C:13]3[C:21]4[C:16](=[C:17]([CH2:22][S:23][CH3:24])[CH:18]=[CH:19][CH:20]=4)[NH:15][CH:14]=3)([CH3:12])[CH2:10][CH2:9][C:1]#[N:2])=[CH:26][C:27]=2[O:32][CH2:31][CH2:30]1, predict the reactants needed to synthesize it. The reactants are: [C-:1]#[N:2].[K+].CS(O[CH2:9][CH2:10][C:11]([C:25]1[CH:34]=[CH:33][C:28]2[O:29][CH2:30][CH2:31][O:32][C:27]=2[CH:26]=1)([C:13]1[C:21]2[C:16](=[C:17]([CH2:22][S:23][CH3:24])[CH:18]=[CH:19][CH:20]=2)[NH:15][CH:14]=1)[CH3:12])(=O)=O.C(OCC)(=O)C. (10) Given the product [CH:55]1([N:47]2[C:43]3[C:42](=[CH:41][C:40]([F:58])=[C:39]([N:35]4[CH2:36][CH2:37][N:38]([CH2:22][CH2:21][C:20]([C:17]5[CH:16]=[CH:15][C:14]([O:13][CH2:12][CH2:11][CH2:10][CH:9]([P:4]([O:6][CH2:7][CH3:8])([O:3][CH2:1][CH3:2])=[O:5])[P:24]([O:29][CH2:30][CH3:31])([O:26][CH2:27][CH3:28])=[O:25])=[CH:19][CH:18]=5)=[O:23])[CH:33]([CH3:32])[CH2:34]4)[C:44]=3[O:45][CH3:46])[C:50](=[O:51])[C:49]([C:52]([OH:54])=[O:53])=[CH:48]2)[CH2:57][CH2:56]1, predict the reactants needed to synthesize it. The reactants are: [CH2:1]([O:3][P:4]([CH:9]([P:24]([O:29][CH2:30][CH3:31])([O:26][CH2:27][CH3:28])=[O:25])[CH2:10][CH2:11][CH2:12][O:13][C:14]1[CH:19]=[CH:18][C:17]([C:20](=[O:23])[CH:21]=[CH2:22])=[CH:16][CH:15]=1)([O:6][CH2:7][CH3:8])=[O:5])[CH3:2].[CH3:32][CH:33]1[NH:38][CH2:37][CH2:36][N:35]([C:39]2[C:44]([O:45][CH3:46])=[C:43]3[N:47]([CH:55]4[CH2:57][CH2:56]4)[CH:48]=[C:49]([C:52]([OH:54])=[O:53])[C:50](=[O:51])[C:42]3=[CH:41][C:40]=2[F:58])[CH2:34]1.C(N(CC)CC)C.